Dataset: Reaction yield outcomes from USPTO patents with 853,638 reactions. Task: Predict the reaction yield, written as a fraction of the theoretical maximum amount of product (1.0 means a 100% yield; for example, 0.34 means a 34% yield). The reactants are [OH:1][CH2:2][CH2:3][C:4]1([CH3:28])[S:8][C:7]([C:9]2[NH:10][C:11]3[C:16]([CH:17]=2)=[CH:15][CH:14]=[CH:13][C:12]=3[N:18]([CH3:27])[S:19]([C:22]2[S:23][CH:24]=[CH:25][CH:26]=2)(=[O:21])=[O:20])=[N:6][CH2:5]1.C(N(CC)CC)C.[CH3:36][S:37](Cl)(=[O:39])=[O:38].O. The catalyst is O1CCCC1. The product is [CH3:36][S:37]([O:1][CH2:2][CH2:3][C:4]1([CH3:28])[S:8][C:7]([C:9]2[NH:10][C:11]3[C:16]([CH:17]=2)=[CH:15][CH:14]=[CH:13][C:12]=3[N:18]([CH3:27])[S:19]([C:22]2[S:23][CH:24]=[CH:25][CH:26]=2)(=[O:21])=[O:20])=[N:6][CH2:5]1)(=[O:39])=[O:38]. The yield is 0.650.